The task is: Predict the reactants needed to synthesize the given product.. This data is from Full USPTO retrosynthesis dataset with 1.9M reactions from patents (1976-2016). (1) Given the product [CH3:26][O:27][C:28]1[CH:35]=[CH:34][C:31](/[CH:32]=[CH:6]/[CH2:5][C:2]([OH:4])=[O:3])=[CH:30][CH:29]=1, predict the reactants needed to synthesize it. The reactants are: [Br-].[C:2]([CH2:5][CH2:6][P+](C1C=CC=CC=1)(C1C=CC=CC=1)C1C=CC=CC=1)([OH:4])=[O:3].[CH3:26][O:27][C:28]1[CH:35]=[CH:34][C:31]([CH:32]=O)=[CH:30][CH:29]=1. (2) The reactants are: C[O:2][C:3]1[CH:8]=[CH:7][N:6]=[CH:5][C:4]=1[N+:9]([O-:11])=[O:10].[OH-].[Na+]. Given the product [N+:9]([C:4]1[CH:5]=[N:6][CH:7]=[CH:8][C:3]=1[OH:2])([O-:11])=[O:10], predict the reactants needed to synthesize it.